From a dataset of Experimentally validated miRNA-target interactions with 360,000+ pairs, plus equal number of negative samples. Binary Classification. Given a miRNA mature sequence and a target amino acid sequence, predict their likelihood of interaction. (1) The miRNA is hsa-miR-6764-5p with sequence UCCCAGGGUCUGGUCAGAGUUG. The protein sequence of the target gene is MSKMPAKKKSCFQITSVTTAQVATSITEDTESLDDPDESRTEDVSSEIFDVSRATDYGPEEVCERSSSEETLNNVGDAETPGTVSPNLLLDGQLAAAAAAPANGGGVVSARSVSGALASTLAAAATSAPAPGAPGGPQLAGSSAGPVTAAPSQPPTTCSSRFRVIKLDHGSGEPYRRGRWTCMEYYERDSDSSVLTRSGDCIRHSSTFDQTAERDSGLGATGGSVVVVVASMQGAHGPESGTDSSLTAVSQLPPSEKMSQPTPAQPQSFSVGQPQPPPPPVGGAVAQSSAPLPPFPGAAT.... Result: 0 (no interaction). (2) The miRNA is hsa-miR-455-3p with sequence GCAGUCCAUGGGCAUAUACAC. The protein sequence of the target gene is MGKKSRVKTQKSGTGATATVSPKEILNLTSELLQKCSSPAPGPGKEWEEYVQIRTLVEKIRKKQKGLSVTFDGKREDYFPDLMKWASENGASVEGFEMVNFKEEGFGLRATRDIKAEELFLWVPRKLLMTVESAKNSVLGPLYSQDRILQAMGNIALAFHLLCERASPNSFWQPYIQTLPSEYDTPLYFEEDEVRYLQSTQAIHDVFSQYKNTARQYAYFYKVIQTHPHANKLPLKDSFTYEDYRWAVSSVMTRQNQIPTEDGSRVTLALIPLWDMCNHTNGLITTGYNLEDDRCECVAL.... Result: 1 (interaction). (3) The miRNA is hsa-miR-190a-3p with sequence CUAUAUAUCAAACAUAUUCCU. The protein sequence of the target gene is MAMNYNAKDEVDGGPPCAPGGTAKTRRPDNTAFKQQRLPAWQPILTAGTVLPIFFIIGLIFIPIGIGIFVTSNNIREIEIDYTGTEPSSPCNKCLSPDVTPCFCTINFTLEKSFEGNVFMYYGLSNFYQNHRRYVKSRDDSQLNGDSSALLNPSKECEPYRRNEDKPIAPCGAIANSMFNDTLELFLIGNDSYPIPIALKKKGIAWWTDKNVKFRNPPGGDNLEERFKGTTKPVNWLKPVYMLDSDPDNNGFINEDFIVWMRTAALPTFRKLYRLIERKSDLHPTLPAGRYSLNVTYNYP.... Result: 1 (interaction). (4) The miRNA is mmu-miR-339-3p with sequence UGAGCGCCUCGGCGACAGAGCCG. The protein sequence of the target gene is MGTGAADGSRGARRWLPWLGLFFWAAGAAAARGADGSEILPDSIPSAPGTLPHFIEEPEDAYIIKSNPIALRCKARPAMQIFFKCNGEWVHQNEHVSEESLDESSGLKVREVFINVTRQQVEDFHGPEDYWCQCVAWSHLGTSKSRKASVRIAYLRKNFEQDPQGREVPIEGMIVLHCRPPEGVPAAEVEWLKNEEPIDSEQDENIDTRADHNLIIRQARLSDSGNYTCMAANIVAKRRSLSATVVVYVNGGWSSWTEWSACNVRCGRGWQKRSRTCTNPAPLNGGAFCEGMSVQKITCT.... Result: 0 (no interaction).